This data is from Full USPTO retrosynthesis dataset with 1.9M reactions from patents (1976-2016). The task is: Predict the reactants needed to synthesize the given product. (1) Given the product [Br:1][C:2]1[CH:3]=[C:4]([F:11])[C:5]([C:8]([OH:12])=[O:9])=[N:6][CH:7]=1, predict the reactants needed to synthesize it. The reactants are: [Br:1][C:2]1[CH:3]=[C:4]([F:11])[C:5]([C:8](N)=[O:9])=[N:6][CH:7]=1.[OH-:12].[Na+]. (2) Given the product [C:1]([O:5][C:6]([NH:8][C@H:9]([CH2:17][O:18][Si:24]([C:27]([CH3:30])([CH3:29])[CH3:28])([CH3:26])[CH3:25])[CH2:10][CH2:11][CH2:12][C:13]([O:15][CH3:16])=[O:14])=[O:7])([CH3:3])([CH3:2])[CH3:4], predict the reactants needed to synthesize it. The reactants are: [C:1]([O:5][C:6]([NH:8][C@H:9]([CH2:17][OH:18])[CH2:10][CH2:11][CH2:12][C:13]([O:15][CH3:16])=[O:14])=[O:7])([CH3:4])([CH3:3])[CH3:2].N1C=CN=C1.[Si:24](Cl)([C:27]([CH3:30])([CH3:29])[CH3:28])([CH3:26])[CH3:25].C(OCC)C. (3) Given the product [CH3:1][C:2]1[CH:7]=[CH:6][CH:5]=[C:4]([CH3:8])[C:3]=1[C:9]1[N:14]=[C:13]([CH:15]=[O:17])[C:12]([F:16])=[CH:11][CH:10]=1, predict the reactants needed to synthesize it. The reactants are: [CH3:1][C:2]1[CH:7]=[CH:6][CH:5]=[C:4]([CH3:8])[C:3]=1[C:9]1[N:14]=[C:13]([CH3:15])[C:12]([F:16])=[CH:11][CH:10]=1.[O:17]1CCOCC1. (4) Given the product [CH2:1]([C:3]1[CH:4]=[C:5]([CH2:8][OH:9])[S:6][CH:7]=1)[CH3:2], predict the reactants needed to synthesize it. The reactants are: [CH2:1]([C:3]1[CH:4]=[C:5]([CH:8]=[O:9])[S:6][CH:7]=1)[CH3:2].[BH4-].[Na+].[Cl-].[NH4+]. (5) Given the product [CH3:28][C:23]1[C:22]([C:18]2[CH:17]=[C:16]3[C:21]([C:12]([NH:11][CH2:6][C:5]4[CH:1]=[CH:2][CH:8]=[CH:9][CH:10]=4)=[C:13]([NH2:29])[CH:14]=[N:15]3)=[CH:20][CH:19]=2)=[C:26]([CH3:27])[O:25][N:24]=1, predict the reactants needed to synthesize it. The reactants are: [C:1]([C:5]1[CH:10]=[CH:9][CH:8]=C[C:6]=1[NH:11][C:12]1[C:21]2[C:16](=[CH:17][C:18]([C:22]3[C:23]([CH3:28])=[N:24][O:25][C:26]=3[CH3:27])=[CH:19][CH:20]=2)[N:15]=[CH:14][C:13]=1[N+:29]([O-])=O)(C)(C)[CH3:2]. (6) Given the product [CH3:7][CH2:8][CH2:9][CH2:10][CH:11]=[CH:12][CH2:13][CH2:14][CH2:15][CH3:16], predict the reactants needed to synthesize it. The reactants are: C=CCCCC.[CH3:7][CH2:8][CH2:9][CH2:10]/[CH:11]=[CH:12]\[CH2:13][CH2:14][CH2:15][CH3:16]. (7) Given the product [NH:15]1[CH:16]=[CH:17][C:13]([NH:12][C:4]2[N:3]=[C:2]([C:20]3[CH:19]=[C:18]([CH3:27])[CH:23]=[CH:22][CH:21]=3)[C:11]3[C:6]([CH:5]=2)=[CH:7][CH:8]=[CH:9][CH:10]=3)=[N:14]1, predict the reactants needed to synthesize it. The reactants are: Cl[C:2]1[C:11]2[C:6](=[CH:7][CH:8]=[CH:9][CH:10]=2)[CH:5]=[C:4]([NH:12][C:13]2[CH:17]=[CH:16][NH:15][N:14]=2)[N:3]=1.[C:18]1([CH3:27])[CH:23]=[CH:22][CH:21]=[C:20](B(O)O)[CH:19]=1.